Predict the reaction yield, written as a fraction of the theoretical maximum amount of product (1.0 means a 100% yield; for example, 0.34 means a 34% yield). From a dataset of Reaction yield outcomes from USPTO patents with 853,638 reactions. (1) The reactants are [F:1][C:2]([F:44])([F:43])[C:3]1[CH:4]=[C:5]([CH:36]=[C:37]([C:39]([F:42])([F:41])[F:40])[CH:38]=1)[CH2:6][N:7]([C@H:21]1[CH2:25][C@@H:24]([CH2:26][CH3:27])[N:23]([C:28]2[C:33]([Cl:34])=[CH:32][N:31]=[C:30](Cl)[N:29]=2)[CH2:22]1)[C:8]1[N:13]=[CH:12][C:11]([N:14]2[CH2:18][CH2:17][N:16]([CH3:19])[C:15]2=[O:20])=[CH:10][N:9]=1.[NH:45]1[CH2:50][CH2:49][CH:48]([OH:51])[CH2:47][CH2:46]1. The catalyst is CC(O)C. The product is [F:1][C:2]([F:44])([F:43])[C:3]1[CH:4]=[C:5]([CH:36]=[C:37]([C:39]([F:40])([F:42])[F:41])[CH:38]=1)[CH2:6][N:7]([C@H:21]1[CH2:25][C@@H:24]([CH2:26][CH3:27])[N:23]([C:28]2[C:33]([Cl:34])=[CH:32][N:31]=[C:30]([N:45]3[CH2:50][CH2:49][CH:48]([OH:51])[CH2:47][CH2:46]3)[N:29]=2)[CH2:22]1)[C:8]1[N:13]=[CH:12][C:11]([N:14]2[CH2:18][CH2:17][N:16]([CH3:19])[C:15]2=[O:20])=[CH:10][N:9]=1. The yield is 0.790. (2) The reactants are [Br:1][C:2]1[N:3]=[C:4]([C:9]#[C:10][Si](C)(C)C)[C:5]([NH2:8])=[N:6][CH:7]=1.CC(C)([O-])C.[K+]. The catalyst is CN1CCCC1=O. The product is [Br:1][C:2]1[N:3]=[C:4]2[CH:9]=[CH:10][NH:8][C:5]2=[N:6][CH:7]=1. The yield is 0.550. (3) The reactants are [H-].[Na+].[O:3]=[C:4]1[NH:9][CH2:8][CH2:7][N:6]([C:10]([O:12][CH2:13][C:14]2[CH:19]=[CH:18][CH:17]=[CH:16][CH:15]=2)=[O:11])[CH2:5]1.Cl[CH2:21][C:22]1[N:26]([CH3:27])[N:25]=[CH:24][N:23]=1.O. The catalyst is CN(C)C=O. The product is [CH3:27][N:26]1[C:22]([CH2:21][N:9]2[CH2:8][CH2:7][N:6]([C:10]([O:12][CH2:13][C:14]3[CH:19]=[CH:18][CH:17]=[CH:16][CH:15]=3)=[O:11])[CH2:5][C:4]2=[O:3])=[N:23][CH:24]=[N:25]1. The yield is 0.940. (4) The reactants are [F:1][C:2]1[C:3]([CH3:16])=[C:4]([NH:9][C:10]2[CH:15]=[CH:14][CH:13]=[CH:12][CH:11]=2)[C:5]([NH2:8])=[CH:6][CH:7]=1.C(OC([NH:24][C@@H:25]([CH2:29][O:30][CH3:31])[C:26](O)=O)=O)(C)(C)C.C1C=NC2N(O)N=NC=2C=1.CN1CCOCC1.Cl.CN(C)CCCN=C=NCC. The catalyst is C(Cl)Cl. The product is [F:1][C:2]1[CH:7]=[CH:6][C:5]2[N:8]=[C:26]([C@@H:25]([NH2:24])[CH2:29][O:30][CH3:31])[N:9]([C:10]3[CH:15]=[CH:14][CH:13]=[CH:12][CH:11]=3)[C:4]=2[C:3]=1[CH3:16]. The yield is 0.700.